From a dataset of Peptide-MHC class II binding affinity with 134,281 pairs from IEDB. Regression. Given a peptide amino acid sequence and an MHC pseudo amino acid sequence, predict their binding affinity value. This is MHC class II binding data. The peptide sequence is VKREACPGTSVIIDG. The MHC is DRB1_0801 with pseudo-sequence DRB1_0801. The binding affinity (normalized) is 0.